From a dataset of NCI-60 drug combinations with 297,098 pairs across 59 cell lines. Regression. Given two drug SMILES strings and cell line genomic features, predict the synergy score measuring deviation from expected non-interaction effect. (1) Drug 1: C1CCC(C1)C(CC#N)N2C=C(C=N2)C3=C4C=CNC4=NC=N3. Drug 2: C1=CC(=CC=C1CC(C(=O)O)N)N(CCCl)CCCl.Cl. Cell line: UACC62. Synergy scores: CSS=-1.22, Synergy_ZIP=0.476, Synergy_Bliss=2.30, Synergy_Loewe=-13.5, Synergy_HSA=-6.68. (2) Drug 1: CN(C)N=NC1=C(NC=N1)C(=O)N. Drug 2: C1=NC2=C(N=C(N=C2N1C3C(C(C(O3)CO)O)O)F)N. Cell line: MALME-3M. Synergy scores: CSS=0.876, Synergy_ZIP=-0.0934, Synergy_Bliss=-1.65, Synergy_Loewe=-8.79, Synergy_HSA=-4.19.